This data is from NCI-60 drug combinations with 297,098 pairs across 59 cell lines. The task is: Regression. Given two drug SMILES strings and cell line genomic features, predict the synergy score measuring deviation from expected non-interaction effect. (1) Drug 1: CCCS(=O)(=O)NC1=C(C(=C(C=C1)F)C(=O)C2=CNC3=C2C=C(C=N3)C4=CC=C(C=C4)Cl)F. Drug 2: C1=NC(=NC(=O)N1C2C(C(C(O2)CO)O)O)N. Cell line: OVCAR-8. Synergy scores: CSS=3.45, Synergy_ZIP=0.0670, Synergy_Bliss=6.10, Synergy_Loewe=-1.14, Synergy_HSA=3.85. (2) Drug 1: C1=NC(=NC(=O)N1C2C(C(C(O2)CO)O)O)N. Drug 2: C1CN(CCN1C(=O)CCBr)C(=O)CCBr. Cell line: SF-539. Synergy scores: CSS=47.6, Synergy_ZIP=-6.33, Synergy_Bliss=2.98, Synergy_Loewe=-15.2, Synergy_HSA=7.07. (3) Drug 1: CC1=C(C(CCC1)(C)C)C=CC(=CC=CC(=CC(=O)O)C)C. Drug 2: CC1=C(C=C(C=C1)NC(=O)C2=CC=C(C=C2)CN3CCN(CC3)C)NC4=NC=CC(=N4)C5=CN=CC=C5. Cell line: OVCAR3. Synergy scores: CSS=6.97, Synergy_ZIP=1.51, Synergy_Bliss=1.04, Synergy_Loewe=-1.11, Synergy_HSA=-0.436.